Dataset: Forward reaction prediction with 1.9M reactions from USPTO patents (1976-2016). Task: Predict the product of the given reaction. (1) Given the reactants [O:1]=[C:2]1[C:6]2=[CH:7][N:8]([CH2:15][C:16]3[CH:21]=[CH:20][C:19]([N:22]4[CH:26]=[CH:25][CH:24]=[N:23]4)=[CH:18][CH:17]=3)[C:9]3[CH:10]=[CH:11][CH:12]=[CH:13][C:14]=3[C:5]2=[N:4][N:3]1[C:27]1[CH:34]=[CH:33][CH:32]=[CH:31][C:28]=1[CH:29]=[O:30].C([BH3-])#N.[Na+].[BH4-].[Na+].ClC1C(=O)C(C#N)=C(C#N)C(=O)C=1Cl.C(=O)(O)[O-].[Na+], predict the reaction product. The product is: [OH:30][CH2:29][C:28]1[CH:31]=[CH:32][CH:33]=[CH:34][C:27]=1[N:3]1[C:2](=[O:1])[C:6]2=[CH:7][N:8]([CH2:15][C:16]3[CH:21]=[CH:20][C:19]([N:22]4[CH:26]=[CH:25][CH:24]=[N:23]4)=[CH:18][CH:17]=3)[C:9]3[CH:10]=[CH:11][CH:12]=[CH:13][C:14]=3[C:5]2=[N:4]1. (2) Given the reactants [Br:1][C:2]1[C:11]2[C:6](=[CH:7][C:8]([NH:12][CH3:13])=[CH:9][CH:10]=2)[C:5](=[O:14])[N:4]([CH:15]([CH3:17])[CH3:16])[N:3]=1.[H-].[Na+].Cl[CH2:21][CH2:22][N:23]1[CH2:28][CH2:27][O:26][CH2:25][CH2:24]1.O, predict the reaction product. The product is: [Br:1][C:2]1[C:11]2[C:6](=[CH:7][C:8]([N:12]([CH3:13])[CH2:21][CH2:22][N:23]3[CH2:28][CH2:27][O:26][CH2:25][CH2:24]3)=[CH:9][CH:10]=2)[C:5](=[O:14])[N:4]([CH:15]([CH3:17])[CH3:16])[N:3]=1. (3) Given the reactants [NH2:1][C:2]1[CH:3]=[C:4]([CH:7]=[CH:8][CH:9]=1)[C:5]#[N:6].Cl[S:11]([NH:14][C:15](=[O:24])[O:16][CH2:17][C:18]1[CH:23]=[CH:22][CH:21]=[CH:20][CH:19]=1)(=[O:13])=[O:12].CCN(CC)CC, predict the reaction product. The product is: [C:18]1([CH2:17][O:16][C:15](=[O:24])[NH:14][S:11]([NH:1][C:2]2[CH:9]=[CH:8][CH:7]=[C:4]([C:5]#[N:6])[CH:3]=2)(=[O:13])=[O:12])[CH:19]=[CH:20][CH:21]=[CH:22][CH:23]=1. (4) The product is: [Cl:1][C:2]1[CH:3]=[C:4]2[C:9](=[CH:10][C:11]=1[C:12]([N:73]1[CH2:74][CH2:75][CH:71]([NH2:70])[CH2:72]1)=[O:13])[N:8]=[CH:7][N:6]=[C:5]2[NH:15][CH:16]([C:18]1[NH:22][C:21]2[CH:23]=[CH:24][C:25]([Cl:27])=[CH:26][C:20]=2[N:19]=1)[CH3:17]. Given the reactants [Cl:1][C:2]1[CH:3]=[C:4]2[C:9](=[CH:10][C:11]=1[C:12](O)=[O:13])[N:8]=[CH:7][N:6]=[C:5]2[NH:15][CH:16]([C:18]1[NH:22][C:21]2[CH:23]=[CH:24][C:25]([Cl:27])=[CH:26][C:20]=2[N:19]=1)[CH3:17].FC1C(OC(N(C)C)=[N+](C)C)=C(F)C(F)=C(F)C=1F.F[P-](F)(F)(F)(F)F.C(N(C(C)C)CC)(C)C.C(OC([NH:70][CH:71]1[CH2:75][CH2:74][NH:73][CH2:72]1)=O)(C)(C)C.FC(F)(F)C(O)=O, predict the reaction product.